From a dataset of Full USPTO retrosynthesis dataset with 1.9M reactions from patents (1976-2016). Predict the reactants needed to synthesize the given product. Given the product [NH2:4][C:5]1[CH:10]=[C:9]([C:11]2[CH:16]=[CH:15][C:14]([Cl:17])=[C:13]([O:18][CH3:19])[C:12]=2[F:20])[N:8]=[C:7]([C:21]([O:23][CH3:24])=[O:22])[C:6]=1[Cl:25], predict the reactants needed to synthesize it. The reactants are: C([NH:4][C:5]1[CH:10]=[C:9]([C:11]2[CH:16]=[CH:15][C:14]([Cl:17])=[C:13]([O:18][CH3:19])[C:12]=2[F:20])[N:8]=[C:7]([C:21]([O:23][CH3:24])=[O:22])[C:6]=1[Cl:25])(=O)C.Cl.C(=O)([O-])[O-].[K+].[K+].